The task is: Predict the reactants needed to synthesize the given product.. This data is from Full USPTO retrosynthesis dataset with 1.9M reactions from patents (1976-2016). (1) Given the product [Cl:23][C:24]1[CH:31]=[CH:30][CH:29]=[CH:28][C:25]=1[CH2:26][NH:27][CH2:6][CH2:7][N:8]1[CH:12]=[C:11]([C:13]2[CH:18]=[C:17]([C:19]([OH:21])=[O:20])[CH:16]=[CH:15][N:14]=2)[N:10]=[CH:9]1, predict the reactants needed to synthesize it. The reactants are: CS(O[CH2:6][CH2:7][N:8]1[CH:12]=[C:11]([C:13]2[CH:18]=[C:17]([C:19]([O:21]C)=[O:20])[CH:16]=[CH:15][N:14]=2)[N:10]=[CH:9]1)(=O)=O.[Cl:23][C:24]1[CH:31]=[CH:30][CH:29]=[CH:28][C:25]=1[CH2:26][NH2:27]. (2) The reactants are: [CH2:1]([O:3][C:4]([N:6]1[C:15]2[C:10](=[CH:11][C:12]([C:16]([F:19])([F:18])[F:17])=[CH:13][CH:14]=2)[CH:9]([CH:20]([N:35]=[N+]=[N-])[C:21]2[CH:26]=[C:25]([C:27]([F:30])([F:29])[F:28])[CH:24]=[C:23]([C:31]([F:34])([F:33])[F:32])[CH:22]=2)[CH2:8][CH:7]1[CH2:38][CH3:39])=[O:5])[CH3:2].CO. Given the product [CH2:1]([O:3][C:4]([N:6]1[C:15]2[C:10](=[CH:11][C:12]([C:16]([F:19])([F:18])[F:17])=[CH:13][CH:14]=2)[CH:9]([CH:20]([NH2:35])[C:21]2[CH:26]=[C:25]([C:27]([F:28])([F:29])[F:30])[CH:24]=[C:23]([C:31]([F:32])([F:34])[F:33])[CH:22]=2)[CH2:8][CH:7]1[CH2:38][CH3:39])=[O:5])[CH3:2], predict the reactants needed to synthesize it. (3) The reactants are: [CH3:1][C:2]1[N:3]=[C:4]([NH2:12])[S:5][C:6]=1[CH2:7][C:8]([Cl:11])([Cl:10])[Cl:9].[Cl:13][C:14]1[C:15]([CH3:24])=[C:16]([S:20](Cl)(=[O:22])=[O:21])[CH:17]=[CH:18][CH:19]=1.Cl. Given the product [Cl:13][C:14]1[C:15]([CH3:24])=[C:16]([S:20]([NH:12][C:4]2[S:5][C:6]([CH2:7][C:8]([Cl:11])([Cl:9])[Cl:10])=[C:2]([CH3:1])[N:3]=2)(=[O:22])=[O:21])[CH:17]=[CH:18][CH:19]=1, predict the reactants needed to synthesize it. (4) The reactants are: C[O:2][C:3]([CH:5]1[CH2:10][CH2:9][N:8]([C:11](=[O:35])[C:12]2[CH:17]=[CH:16][CH:15]=[CH:14][C:13]=2[C:18]2[C:19]3[C:24]([O:25][C:26]4[C:31]=2[CH:30]=[CH:29][C:28](=[O:32])[CH:27]=4)=[CH:23][C:22]([O:33][CH3:34])=[CH:21][CH:20]=3)[CH2:7][CH2:6]1)=[O:4].[OH-].[Na+].Cl.C(OCC)(=O)C.CO.C(O)(=O)C. Given the product [CH3:34][O:33][C:22]1[CH:23]=[C:24]2[C:19](=[CH:20][CH:21]=1)[C:18]([C:13]1[CH:14]=[CH:15][CH:16]=[CH:17][C:12]=1[C:11]([N:8]1[CH2:9][CH2:10][CH:5]([C:3]([OH:4])=[O:2])[CH2:6][CH2:7]1)=[O:35])=[C:31]1[C:26](=[CH:27][C:28](=[O:32])[CH:29]=[CH:30]1)[O:25]2, predict the reactants needed to synthesize it. (5) Given the product [C:13]1([N:10]2[CH2:11][CH2:12][CH:7]([C:5]([OH:6])=[O:4])[CH2:8][CH2:9]2)[CH:14]=[CH:15][CH:16]=[CH:17][CH:18]=1, predict the reactants needed to synthesize it. The reactants are: [Li+].[OH-].C[O:4][C:5]([CH:7]1[CH2:12][CH2:11][N:10]([C:13]2[CH:18]=[CH:17][CH:16]=[CH:15][CH:14]=2)[CH2:9][CH2:8]1)=[O:6]. (6) Given the product [CH3:30][C:29]1[C:24]([N:21]2[CH2:22][CH2:23][N:18]([C:16]([C:13]3[CH:14]=[CH:15][C:10]([N:4]4[CH2:3][C@H:2]([CH3:1])[CH2:6][S:5]4(=[O:8])=[O:7])=[C:11]([F:32])[CH:12]=3)=[O:17])[CH2:19][CH2:20]2)=[N:25][CH:26]=[C:27]([CH3:31])[CH:28]=1, predict the reactants needed to synthesize it. The reactants are: [CH3:1][C@@H:2]1[CH2:6][S:5](=[O:8])(=[O:7])[NH:4][CH2:3]1.Br[C:10]1[CH:15]=[CH:14][C:13]([C:16]([N:18]2[CH2:23][CH2:22][N:21]([C:24]3[C:29]([CH3:30])=[CH:28][C:27]([CH3:31])=[CH:26][N:25]=3)[CH2:20][CH2:19]2)=[O:17])=[CH:12][C:11]=1[F:32]. (7) Given the product [CH3:13][C:14](=[CH2:15])[CH2:16][C:2]([CH2:15][C:14]([CH3:16])=[CH2:13])([C:3]([O:5][CH2:6][CH3:7])=[O:4])[C:1]([O:9][CH2:10][CH3:11])=[O:8], predict the reactants needed to synthesize it. The reactants are: [C:1]([O:9][CH2:10][CH3:11])(=[O:8])[CH2:2][C:3]([O:5][CH2:6][CH3:7])=[O:4].Br[CH2:13][C:14]([CH3:16])=[CH2:15]. (8) The reactants are: [Cl:1][C:2]1[CH:7]=[CH:6][C:5]([C:8]2([C:11]([OH:13])=O)[CH2:10][CH2:9]2)=[CH:4][CH:3]=1.C(Cl)(=O)C(Cl)=O.C(N(C(C)C)CC)(C)C.[NH2:29][C:30]1[S:40][C:33]2[CH2:34][N:35]([CH2:38][CH3:39])[CH2:36][CH2:37][C:32]=2[C:31]=1[C:41]([NH2:43])=[O:42]. Given the product [Cl:1][C:2]1[CH:3]=[CH:4][C:5]([C:8]2([C:11]([NH:29][C:30]3[S:40][C:33]4[CH2:34][N:35]([CH2:38][CH3:39])[CH2:36][CH2:37][C:32]=4[C:31]=3[C:41]([NH2:43])=[O:42])=[O:13])[CH2:9][CH2:10]2)=[CH:6][CH:7]=1, predict the reactants needed to synthesize it. (9) The reactants are: Br[C:2]1[CH:11]=[C:10]2[C:5]([CH:6]=[C:7]([NH:12][C:13]([CH:15]3[CH2:17][CH2:16]3)=[O:14])[N:8]=[CH:9]2)=[CH:4][CH:3]=1.[Cl:18][C:19]1[CH:24]=[CH:23][C:22](B(O)O)=[C:21]([CH3:28])[CH:20]=1.C(=O)([O-])[O-].[Cs+].[Cs+]. Given the product [Cl:18][C:19]1[CH:24]=[CH:23][C:22]([C:2]2[CH:11]=[C:10]3[C:5]([CH:6]=[C:7]([NH:12][C:13]([CH:15]4[CH2:17][CH2:16]4)=[O:14])[N:8]=[CH:9]3)=[CH:4][CH:3]=2)=[C:21]([CH3:28])[CH:20]=1, predict the reactants needed to synthesize it.